Dataset: NCI-60 drug combinations with 297,098 pairs across 59 cell lines. Task: Regression. Given two drug SMILES strings and cell line genomic features, predict the synergy score measuring deviation from expected non-interaction effect. Drug 1: CC1CCC2CC(C(=CC=CC=CC(CC(C(=O)C(C(C(=CC(C(=O)CC(OC(=O)C3CCCCN3C(=O)C(=O)C1(O2)O)C(C)CC4CCC(C(C4)OC)OCCO)C)C)O)OC)C)C)C)OC. Drug 2: C1=NC2=C(N1)C(=S)N=CN2. Cell line: MCF7. Synergy scores: CSS=31.3, Synergy_ZIP=-1.87, Synergy_Bliss=1.16, Synergy_Loewe=-2.81, Synergy_HSA=2.68.